Dataset: Full USPTO retrosynthesis dataset with 1.9M reactions from patents (1976-2016). Task: Predict the reactants needed to synthesize the given product. (1) Given the product [Cl:22][C:23]1[N:24]=[CH:25][C:26]([CH3:29])=[CH:27][C:28]=1[C:30]([OH:32])=[O:31], predict the reactants needed to synthesize it. The reactants are: C([Li])CCC.CCCCCC.CC1(C)CCCC(C)(C)N1.[Cl:22][C:23]1[CH:28]=[CH:27][C:26]([CH3:29])=[CH:25][N:24]=1.[C:30](=[O:32])=[O:31]. (2) Given the product [C:64]([N:68]1[CH2:73][CH2:72][N:71]([C:22]([C:19]2[N:20]=[CH:21][C:16]3[O:15][CH2:14][CH2:13][N:12]4[CH:25]=[C:9]([C:8]5[N:4]([CH:1]([CH3:3])[CH3:2])[N:5]=[CH:6][N:7]=5)[N:10]=[C:11]4[C:17]=3[CH:18]=2)=[O:24])[CH2:70][CH2:69]1)([CH3:67])([CH3:66])[CH3:65], predict the reactants needed to synthesize it. The reactants are: [CH:1]([N:4]1[C:8]([C:9]2[N:10]=[C:11]3[C:17]4[CH:18]=[C:19]([C:22]([OH:24])=O)[N:20]=[CH:21][C:16]=4[O:15][CH2:14][CH2:13][N:12]3[CH:25]=2)=[N:7][CH:6]=[N:5]1)([CH3:3])[CH3:2].CN(C)C=O.C(N(CC)C(C)C)(C)C.F[P-](F)(F)(F)(F)F.C[N+](C)=C(N(C)C)ON1C2N=CC=CC=2N=N1.[C:64]([N:68]1[CH2:73][CH2:72][NH:71][CH2:70][CH2:69]1)([CH3:67])([CH3:66])[CH3:65]. (3) Given the product [F:13][C:14]1[CH:19]=[CH:18][C:17]([O:1][CH2:2][C@@H:3]([NH:5][C:6](=[O:12])[O:7][C:8]([CH3:11])([CH3:10])[CH3:9])[CH3:4])=[C:16]([C:21]([F:22])([F:23])[F:24])[CH:15]=1, predict the reactants needed to synthesize it. The reactants are: [OH:1][CH2:2][C@@H:3]([NH:5][C:6](=[O:12])[O:7][C:8]([CH3:11])([CH3:10])[CH3:9])[CH3:4].[F:13][C:14]1[CH:19]=[CH:18][C:17](O)=[C:16]([C:21]([F:24])([F:23])[F:22])[CH:15]=1.C1(P(C2C=CC=CC=2)C2C=CC=CC=2)C=CC=CC=1.N(C(OC(C)C)=O)=NC(OC(C)C)=O. (4) Given the product [Cl:20][C:13]1[C:12]([C:4]2[N:3]=[C:2]([Cl:1])[C:11]3[C:6](=[CH:7][CH:8]=[CH:9][CH:10]=3)[N:5]=2)=[C:17]([OH:18])[CH:16]=[CH:15][CH:14]=1, predict the reactants needed to synthesize it. The reactants are: [Cl:1][C:2]1[C:11]2[C:6](=[CH:7][CH:8]=[CH:9][CH:10]=2)[N:5]=[C:4]([C:12]2[C:17]([O:18]C)=[CH:16][CH:15]=[CH:14][C:13]=2[Cl:20])[N:3]=1.B(Br)(Br)Br. (5) Given the product [C:24]([O:23][C@@H:13]1[C@@H:14]([CH2:19][C:20]([O:22][C:31]([CH3:34])([CH3:33])[CH3:32])=[O:21])[C:15](=[O:18])[O:16][CH2:17][C@H:9]([NH:8][C:6]([O:5][C:1]([CH3:2])([CH3:4])[CH3:3])=[O:7])[C:10](=[O:30])[O:11][C@H:12]1[CH3:29])(=[O:28])[CH:25]([CH3:26])[CH3:27], predict the reactants needed to synthesize it. The reactants are: [C:1]([O:5][C:6]([NH:8][C@H:9]1[CH2:17][O:16][C:15](=[O:18])[C@H:14]([CH2:19][C:20]([OH:22])=[O:21])[C@@H:13]([O:23][C:24](=[O:28])[CH:25]([CH3:27])[CH3:26])[C@H:12]([CH3:29])[O:11][C:10]1=[O:30])=[O:7])([CH3:4])([CH3:3])[CH3:2].[C:31](O)([CH3:34])([CH3:33])[CH3:32].C(=NC(C)C)=NC(C)C. (6) Given the product [CH3:1][O:2][C:3]([C:5]1[CH:25]=[CH:24][C:8]2[N:9]=[C:10]([C:12](=[O:23])[NH:13][CH:14]3[CH2:15][CH2:16][N:17]([CH:20]4[CH2:22][CH2:21]4)[CH2:18][CH2:19]3)[N:11]([CH2:43][C:40]3[CH:39]=[C:38]([C:36]4[S:37][C:33]([Cl:32])=[CH:34][CH:35]=4)[O:42][N:41]=3)[C:7]=2[CH:6]=1)=[O:4], predict the reactants needed to synthesize it. The reactants are: [CH3:1][O:2][C:3]([C:5]1[CH:25]=[CH:24][C:8]2[NH:9][C:10]([C:12](=[O:23])[NH:13][CH:14]3[CH2:19][CH2:18][N:17]([CH:20]4[CH2:22][CH2:21]4)[CH2:16][CH2:15]3)=[N:11][C:7]=2[CH:6]=1)=[O:4].C([O-])([O-])=O.[K+].[K+].[Cl:32][C:33]1[S:37][C:36]([C:38]2[O:42][N:41]=[C:40]([CH2:43]OS(C)(=O)=O)[CH:39]=2)=[CH:35][CH:34]=1. (7) Given the product [CH3:1][C:2]1[CH:7]=[CH:6][C:5]([S:8][C:9]2[CH:10]=[CH:11][C:12]([O:15][S:31]([CH:29]([CH3:30])[CH3:28])(=[O:33])=[O:32])=[CH:13][CH:14]=2)=[C:4]([NH:16][C:17]2[C:26]3[C:21](=[N:22][C:23]([CH3:27])=[CH:24][CH:25]=3)[N:20]=[CH:19][CH:18]=2)[CH:3]=1, predict the reactants needed to synthesize it. The reactants are: [CH3:1][C:2]1[CH:7]=[CH:6][C:5]([S:8][C:9]2[CH:14]=[CH:13][C:12]([OH:15])=[CH:11][CH:10]=2)=[C:4]([NH:16][C:17]2[C:26]3[C:21](=[N:22][C:23]([CH3:27])=[CH:24][CH:25]=3)[N:20]=[CH:19][CH:18]=2)[CH:3]=1.[CH3:28][CH:29]([S:31](Cl)(=[O:33])=[O:32])[CH3:30].